This data is from Full USPTO retrosynthesis dataset with 1.9M reactions from patents (1976-2016). The task is: Predict the reactants needed to synthesize the given product. (1) Given the product [Br:1][C:2]1[CH:7]=[CH:6][C:5]([S:8][CH2:9][C:10]([Cl:15])=[O:12])=[CH:4][CH:3]=1, predict the reactants needed to synthesize it. The reactants are: [Br:1][C:2]1[CH:7]=[CH:6][C:5]([S:8][CH2:9][C:10]([OH:12])=O)=[CH:4][CH:3]=1.S(Cl)([Cl:15])=O. (2) Given the product [OH:9][CH2:8][CH2:7][CH2:6][NH:5][C:3]([C@H:2]1[C:10]([CH3:14])([CH3:13])[CH2:11][O:12][C:16]([CH3:21])([CH3:15])[O:1]1)=[O:4], predict the reactants needed to synthesize it. The reactants are: [OH:1][C@H:2]([C:10]([CH3:14])([CH3:13])[CH2:11][OH:12])[C:3]([NH:5][CH2:6][CH2:7][CH2:8][OH:9])=[O:4].[CH3:15][C:16]1C=CC(S(O)(=O)=O)=C[CH:21]=1. (3) Given the product [CH2:2]([O:9][C:10]1[CH:11]=[C:12]([S:16]([NH:19][C:20]([C@@:22]2([NH:27][C:28]([C@H:30]3[CH2:34][CH2:33][N:32]([CH2:36][C:37]4[C:46]5[C:41](=[CH:42][CH:43]=[CH:44][CH:45]=5)[CH:40]=[CH:39][CH:38]=4)[CH2:31]3)=[O:29])[CH2:24][C@H:23]2[CH:25]=[CH2:26])=[O:21])(=[O:18])=[O:17])[CH:13]=[CH:14][CH:15]=1)[C:3]1[CH:4]=[CH:5][CH:6]=[CH:7][CH:8]=1, predict the reactants needed to synthesize it. The reactants are: Cl.[CH2:2]([O:9][C:10]1[CH:11]=[C:12]([S:16]([NH:19][C:20]([C@@:22]2([NH:27][C:28]([C@H:30]3[CH2:34][CH2:33][NH:32][CH2:31]3)=[O:29])[CH2:24][C@H:23]2[CH:25]=[CH2:26])=[O:21])(=[O:18])=[O:17])[CH:13]=[CH:14][CH:15]=1)[C:3]1[CH:8]=[CH:7][CH:6]=[CH:5][CH:4]=1.Cl[CH2:36][C:37]1[C:46]2[C:41](=[CH:42][CH:43]=[CH:44][CH:45]=2)[CH:40]=[CH:39][CH:38]=1.C([O-])([O-])=O.[K+].[K+]. (4) The reactants are: C(N(CC)CC)C.[C:8]([C:10]1[CH:15]=[CH:14][C:13]([CH:16]2[C:25]3[C:24](=[O:26])[CH2:23][CH2:22][CH2:21][C:20]=3[N:19]([C:27]3[CH:32]=[CH:31][CH:30]=[C:29]([C:33]([F:36])([F:35])[F:34])[CH:28]=3)[C:18](=[O:37])[N:17]2[CH:38]([CH3:42])[C:39]([OH:41])=O)=[CH:12][CH:11]=1)#[N:9].F[B-](F)(F)F.C[N+](C)=C(N(C)C)ON1C2C=CC=CC=2N=N1.[CH2:65]([CH2:67][NH2:68])[OH:66]. Given the product [C:8]([C:10]1[CH:15]=[CH:14][C:13]([CH:16]2[C:25]3[C:24](=[O:26])[CH2:23][CH2:22][CH2:21][C:20]=3[N:19]([C:27]3[CH:32]=[CH:31][CH:30]=[C:29]([C:33]([F:35])([F:36])[F:34])[CH:28]=3)[C:18](=[O:37])[N:17]2[CH:38]([CH3:42])[C:39]([NH:68][CH2:67][CH2:65][OH:66])=[O:41])=[CH:12][CH:11]=1)#[N:9], predict the reactants needed to synthesize it. (5) Given the product [N:42]([C@H:6]1[C@@H:11]([CH3:12])[CH2:10][N:9]([C:13]2[CH:18]=[CH:17][N:16]=[CH:15][C:14]=2[N:19]([C:27]([O:29][C:30]([CH3:32])([CH3:31])[CH3:33])=[O:28])[C:20]([O:22][C:23]([CH3:24])([CH3:25])[CH3:26])=[O:21])[CH2:8][C@H:7]1[NH:34][C:35]([O:37][C:38]([CH3:39])([CH3:41])[CH3:40])=[O:36])=[N+:43]=[N-:44], predict the reactants needed to synthesize it. The reactants are: CS(O[C@@H:6]1[C@@H:11]([CH3:12])[CH2:10][N:9]([C:13]2[CH:18]=[CH:17][N:16]=[CH:15][C:14]=2[N:19]([C:27]([O:29][C:30]([CH3:33])([CH3:32])[CH3:31])=[O:28])[C:20]([O:22][C:23]([CH3:26])([CH3:25])[CH3:24])=[O:21])[CH2:8][C@H:7]1[NH:34][C:35]([O:37][C:38]([CH3:41])([CH3:40])[CH3:39])=[O:36])(=O)=O.[N-:42]=[N+:43]=[N-:44].[Na+]. (6) Given the product [Br:1][C:2]1[CH:3]=[CH:4][C:5]([N:8]2[CH2:13][CH2:12][N:11]([S:24]([CH:21]3[CH2:23][CH2:22]3)(=[O:26])=[O:25])[CH2:10][CH2:9]2)=[CH:6][CH:7]=1, predict the reactants needed to synthesize it. The reactants are: [Br:1][C:2]1[CH:7]=[CH:6][C:5]([N:8]2[CH2:13][CH2:12][NH:11][CH2:10][CH2:9]2)=[CH:4][CH:3]=1.C(N(CC)CC)C.[CH:21]1([S:24](Cl)(=[O:26])=[O:25])[CH2:23][CH2:22]1. (7) Given the product [CH:20]([C:5]1[CH:4]=[CH:3][C:2]([S:33]([C:29]2[CH:28]=[C:27]3[C:32](=[CH:31][CH:30]=2)[N:24]([CH3:23])[CH:25]=[CH:26]3)(=[O:34])=[O:35])=[CH:7][C:6]=1[S:8]([NH:11][CH2:12][CH2:13][C:14]1[CH:19]=[CH:18][CH:17]=[CH:16][N:15]=1)(=[O:10])=[O:9])([CH3:22])[CH3:21], predict the reactants needed to synthesize it. The reactants are: Br[C:2]1[CH:3]=[CH:4][C:5]([CH:20]([CH3:22])[CH3:21])=[C:6]([S:8]([NH:11][CH2:12][CH2:13][C:14]2[CH:19]=[CH:18][CH:17]=[CH:16][N:15]=2)(=[O:10])=[O:9])[CH:7]=1.[CH3:23][N:24]1[C:32]2[C:27](=[CH:28][C:29]([S:33](F)(=[O:35])=[O:34])=[CH:30][CH:31]=2)[CH:26]=[CH:25]1.FC1C=CC(S(C2C=CC(C(C)C)=C(S(NCCC3C=CC=CN=3)(=O)=O)C=2)(=O)=O)=C(C)C=1. (8) Given the product [F:1][C:2]1[C:7](=[O:8])[NH:6][C:5]([CH2:9][C:10]([N:22]2[C:23]3[C:28](=[CH:27][CH:26]=[C:25]([F:30])[CH:24]=3)[CH2:29][CH:21]2[CH3:20])=[O:12])=[N:4][C:3]=1[N:13]1[CH2:18][CH2:17][O:16][CH2:15][CH2:14]1, predict the reactants needed to synthesize it. The reactants are: [F:1][C:2]1[C:7](=[O:8])[NH:6][C:5]([CH2:9][C:10]([O-:12])=O)=[N:4][C:3]=1[N:13]1[CH2:18][CH2:17][O:16][CH2:15][CH2:14]1.[Na+].[CH3:20][CH:21]1[CH2:29][C:28]2[C:23](=[CH:24][C:25]([F:30])=[CH:26][CH:27]=2)[NH:22]1.